Dataset: Full USPTO retrosynthesis dataset with 1.9M reactions from patents (1976-2016). Task: Predict the reactants needed to synthesize the given product. Given the product [Cl:2][C:3]1[CH:4]=[C:5]([CH:19]=[CH:20][C:21]=1[Cl:22])[CH2:6][N:7]1[CH2:12][CH2:11][O:10][C@@H:9]([CH2:13][NH:14][C:15](=[O:18])[CH2:16][S:33][C:30]2[S:31][CH:32]=[C:28]([C:26]([O:25][CH2:23][CH3:24])=[O:27])[N:29]=2)[CH2:8]1, predict the reactants needed to synthesize it. The reactants are: Cl.[Cl:2][C:3]1[CH:4]=[C:5]([CH:19]=[CH:20][C:21]=1[Cl:22])[CH2:6][N:7]1[CH2:12][CH2:11][O:10][C@@H:9]([CH2:13][NH:14][C:15](=[O:18])[CH2:16]Cl)[CH2:8]1.[CH2:23]([O:25][C:26]([C:28]1[N:29]=[C:30]([SH:33])[S:31][CH:32]=1)=[O:27])[CH3:24].C(=O)([O-])[O-].[K+].[K+].O.